From a dataset of TCR-epitope binding with 47,182 pairs between 192 epitopes and 23,139 TCRs. Binary Classification. Given a T-cell receptor sequence (or CDR3 region) and an epitope sequence, predict whether binding occurs between them. (1) The epitope is FLNRFTTTL. The TCR CDR3 sequence is CASSESEGVTEAFF. Result: 1 (the TCR binds to the epitope). (2) The TCR CDR3 sequence is CASSYGGVQETQYF. The epitope is FSKQLQQSM. Result: 0 (the TCR does not bind to the epitope).